This data is from Full USPTO retrosynthesis dataset with 1.9M reactions from patents (1976-2016). The task is: Predict the reactants needed to synthesize the given product. Given the product [F:24][C:25]1[CH:33]=[C:32]2[C:28]([C:29]([C:43]3[CH:44]=[N:45][N:46]([CH2:48][CH:49]([CH3:53])[C:50]([NH2:4])=[O:51])[CH:47]=3)=[CH:30][N:31]2[S:34]([C:37]2[CH:38]=[CH:39][CH:40]=[CH:41][CH:42]=2)(=[O:36])=[O:35])=[CH:27][CH:26]=1, predict the reactants needed to synthesize it. The reactants are: IC1C2C(=CC(C(F)(F)F)=CC=2)[N:4](S(C2C=CC=CC=2)(=O)=O)C=1.[F:24][C:25]1[CH:33]=[C:32]2[C:28]([C:29]([C:43]3[CH:44]=[N:45][N:46]([CH2:48][CH:49]([CH3:53])[C:50](O)=[O:51])[CH:47]=3)=[CH:30][N:31]2[S:34]([C:37]2[CH:42]=[CH:41][CH:40]=[CH:39][CH:38]=2)(=[O:36])=[O:35])=[CH:27][CH:26]=1.